This data is from Full USPTO retrosynthesis dataset with 1.9M reactions from patents (1976-2016). The task is: Predict the reactants needed to synthesize the given product. (1) Given the product [CH3:18][O:19][C:20]([N:8]1[CH2:7][CH:6]([C:12]2[CH:13]=[N:14][CH:15]=[CH:16][CH:17]=2)[C:5]2[C:10](=[CH:11][C:2]([Br:1])=[CH:3][CH:4]=2)[CH2:9]1)=[O:37], predict the reactants needed to synthesize it. The reactants are: [Br:1][C:2]1[CH:11]=[C:10]2[C:5]([CH:6]([C:12]3[CH:13]=[N:14][CH:15]=[CH:16][CH:17]=3)[CH2:7][NH:8][CH2:9]2)=[CH:4][CH:3]=1.[CH3:18][O:19][C:20](=[O:37])NCC(C1C=CC(Br)=CC=1)C1C=NC=CC=1.Cl. (2) Given the product [Cl:1][C:2]1[CH:7]=[CH:6][C:5]([O:8][CH2:45][C:43]2[N:42]=[CH:41][NH:40][CH:44]=2)=[C:4]([S:9][C:10]2[CH:15]=[CH:14][C:13]([S:16]([CH3:19])(=[O:18])=[O:17])=[CH:12][C:11]=2[Cl:20])[CH:3]=1, predict the reactants needed to synthesize it. The reactants are: [Cl:1][C:2]1[CH:7]=[CH:6][C:5]([OH:8])=[C:4]([S:9][C:10]2[CH:15]=[CH:14][C:13]([S:16]([CH3:19])(=[O:18])=[O:17])=[CH:12][C:11]=2[Cl:20])[CH:3]=1.C([N:40]1[CH:44]=[C:43]([CH2:45]O)[N:42]=[CH:41]1)(C1C=CC=CC=1)(C1C=CC=CC=1)C1C=CC=CC=1.C1(P(C2C=CC=CC=2)C2C=CC=CC=2)C=CC=CC=1. (3) The reactants are: [C:1]1([C:45]2[CH:50]=[CH:49][CH:48]=[CH:47][CH:46]=2)[CH:6]=[CH:5][C:4]([C:7]2[N:8]([C:38]3[CH:43]=[CH:42][C:41]([Cl:44])=[CH:40][CH:39]=3)[C:9](=[O:37])[C:10]3[N:11]=[C:12]([CH2:22][N:23](CC4C=CC(OC)=CC=4)[S:24]([CH3:27])(=[O:26])=[O:25])[N:13]([C:16]4[CH:21]=[CH:20][CH:19]=[CH:18][CH:17]=4)[C:14]=3[N:15]=2)=[CH:3][CH:2]=1. Given the product [C:1]1([C:45]2[CH:50]=[CH:49][CH:48]=[CH:47][CH:46]=2)[CH:2]=[CH:3][C:4]([C:7]2[N:8]([C:38]3[CH:39]=[CH:40][C:41]([Cl:44])=[CH:42][CH:43]=3)[C:9](=[O:37])[C:10]3[N:11]=[C:12]([CH2:22][NH:23][S:24]([CH3:27])(=[O:25])=[O:26])[N:13]([C:16]4[CH:17]=[CH:18][CH:19]=[CH:20][CH:21]=4)[C:14]=3[N:15]=2)=[CH:5][CH:6]=1.[C:1]1([C:45]2[CH:50]=[CH:49][CH:48]=[CH:47][CH:46]=2)[CH:2]=[CH:3][C:4]([C:7]2[N:8]([C:38]3[CH:39]=[CH:40][C:41]([Cl:44])=[CH:42][CH:43]=3)[C:9](=[O:37])[C:10]3[N:11]=[C:12]([CH2:22][CH2:27][S:24]([NH2:23])(=[O:26])=[O:25])[N:13]([C:16]4[CH:21]=[CH:20][CH:19]=[CH:18][CH:17]=4)[C:14]=3[N:15]=2)=[CH:5][CH:6]=1, predict the reactants needed to synthesize it. (4) Given the product [CH3:8][C:6]1[O:5][C:4](=[O:9])[CH:3]=[C:2]([O:1][CH2:31][CH2:30][CH2:29][CH2:28][CH2:27][CH2:26][CH2:25][CH2:24][CH2:23][CH2:22][CH2:21][CH2:20][CH2:19][CH3:18])[CH:7]=1, predict the reactants needed to synthesize it. The reactants are: [OH:1][C:2]1[CH:7]=[C:6]([CH3:8])[O:5][C:4](=[O:9])[CH:3]=1.C(N(CC)CC)C.Br[CH2:18][CH2:19][CH2:20][CH2:21][CH2:22][CH2:23][CH2:24][CH2:25][CH2:26][CH2:27][CH2:28][CH2:29][CH2:30][CH3:31]. (5) Given the product [Br:1][C:2]1[CH:3]=[CH:4][C:5]2[N:6]([CH:9]=[C:10]([C:12]([OH:14])=[O:13])[N:11]=2)[C:7]=1[CH3:8], predict the reactants needed to synthesize it. The reactants are: [Br:1][C:2]1[CH:3]=[CH:4][C:5]2[N:6]([CH:9]=[C:10]([C:12]([O:14]CC)=[O:13])[N:11]=2)[C:7]=1[CH3:8].[OH-].[Na+].C(O)(=O)C. (6) Given the product [CH3:20][C:21]([CH2:36][CH2:37][CH2:38][CH:39]([CH3:46])[CH2:40][CH2:41][CH2:42][CH:43]([CH3:45])[CH3:44])=[CH:22][CH2:23][CH2:24][O:11][C:10]1[C:9]([O:15][C@H:14]([C@H:16]([CH2:18][OH:19])[OH:17])[C:12]=1[OH:13])=[O:8], predict the reactants needed to synthesize it. The reactants are: C(N(CC)CC)C.[O:8]=[C:9]1[O:15][C@H:14]([C@H:16]([CH2:18][OH:19])[OH:17])[C:12]([OH:13])=[C:10]1[OH:11].[CH3:20][C:21]([CH2:36][CH2:37][CH2:38][CH:39]([CH3:46])[CH2:40][CH2:41][CH2:42][CH:43]([CH3:45])[CH3:44])=[CH:22][CH2:23][CH2:24]OS(C1C=CC(C)=CC=1)(=O)=O. (7) Given the product [Br:1][C:2]1[CH:10]=[CH:9][CH:8]=[C:7]2[C:3]=1[C:4]1([CH2:15][O:14][C:13]3[CH:16]=[C:17]4[C:21](=[CH:22][C:12]1=3)[CH2:20][CH2:19][O:18]4)[C:5](=[O:11])[N:6]2[CH2:34][C@H:35]1[CH2:39][CH2:38][CH2:37][O:36]1, predict the reactants needed to synthesize it. The reactants are: [Br:1][C:2]1[CH:10]=[CH:9][CH:8]=[C:7]2[C:3]=1[C:4]1([CH2:15][O:14][C:13]3[CH:16]=[C:17]4[C:21](=[CH:22][C:12]1=3)[CH2:20][CH2:19][O:18]4)[C:5](=[O:11])[NH:6]2.CC1C=CC(S(O[CH2:34][C@H:35]2[CH2:39][CH2:38][CH2:37][O:36]2)(=O)=O)=CC=1.BrCC1CCCCO1. (8) Given the product [CH2:13]([N:11]([CH3:12])[S:8]([C:5]1[CH:6]=[N:7][C:2]([Sn:16]([CH3:18])([CH3:17])[CH3:15])=[CH:3][CH:4]=1)(=[O:10])=[O:9])[CH3:14], predict the reactants needed to synthesize it. The reactants are: Cl[C:2]1[N:7]=[CH:6][C:5]([S:8]([N:11]([CH2:13][CH3:14])[CH3:12])(=[O:10])=[O:9])=[CH:4][CH:3]=1.[CH3:15][Sn:16](C)([CH3:18])[CH3:17].